Dataset: Peptide-MHC class I binding affinity with 185,985 pairs from IEDB/IMGT. Task: Regression. Given a peptide amino acid sequence and an MHC pseudo amino acid sequence, predict their binding affinity value. This is MHC class I binding data. (1) The peptide sequence is SASIFGLAL. The MHC is H-2-Kb with pseudo-sequence H-2-Kb. The binding affinity (normalized) is 0.499. (2) The peptide sequence is RPNNNTRKSI. The MHC is HLA-B42:01 with pseudo-sequence HLA-B42:01. The binding affinity (normalized) is 0.911. (3) The peptide sequence is SDKLELDTI. The MHC is Mamu-B01 with pseudo-sequence Mamu-B01. The binding affinity (normalized) is 0.726. (4) The peptide sequence is YPAVINSNI. The MHC is HLA-A02:03 with pseudo-sequence HLA-A02:03. The binding affinity (normalized) is 0.238.